Dataset: Peptide-MHC class II binding affinity with 134,281 pairs from IEDB. Task: Regression. Given a peptide amino acid sequence and an MHC pseudo amino acid sequence, predict their binding affinity value. This is MHC class II binding data. The peptide sequence is ENHCTYAGPFGMSRI. The MHC is DRB1_0101 with pseudo-sequence DRB1_0101. The binding affinity (normalized) is 0.